Dataset: Full USPTO retrosynthesis dataset with 1.9M reactions from patents (1976-2016). Task: Predict the reactants needed to synthesize the given product. (1) Given the product [F:1][C:2]1[CH:7]=[CH:6][C:5]([NH:8][C:9]2[N:14]3[N:15]=[CH:16][C:17]([C:18]([NH:45][S:42]([CH2:40][CH3:41])(=[O:44])=[O:43])=[O:19])=[C:13]3[N:12]=[CH:11][C:10]=2[C:21]([N:23]2[CH2:28][CH2:27][C:26]3([C:36]4[C:35](=[CH:34][CH:33]=[CH:32][CH:31]=4)[C:30]([CH3:38])([CH3:37])[O:29]3)[CH2:25][CH2:24]2)=[O:22])=[C:4]([CH3:39])[CH:3]=1, predict the reactants needed to synthesize it. The reactants are: [F:1][C:2]1[CH:7]=[CH:6][C:5]([NH:8][C:9]2[N:14]3[N:15]=[CH:16][C:17]([C:18](O)=[O:19])=[C:13]3[N:12]=[CH:11][C:10]=2[C:21]([N:23]2[CH2:28][CH2:27][C:26]3([C:36]4[C:31](=[CH:32][CH:33]=[CH:34][CH:35]=4)[C:30]([CH3:38])([CH3:37])[O:29]3)[CH2:25][CH2:24]2)=[O:22])=[C:4]([CH3:39])[CH:3]=1.[CH2:40]([S:42]([NH2:45])(=[O:44])=[O:43])[CH3:41]. (2) Given the product [C:4]([O:3][C:1]([N:8]1[CH2:13][CH2:12][CH:11]([NH:25][CH:23]2[C:24]3[N:15]=[CH:16][CH:17]=[CH:18][C:19]=3[CH2:20][CH2:21][CH2:22]2)[CH2:10][CH2:9]1)=[O:2])([CH3:7])([CH3:6])[CH3:5], predict the reactants needed to synthesize it. The reactants are: [C:1]([N:8]1[CH2:13][CH2:12][C:11](=O)[CH2:10][CH2:9]1)([O:3][C:4]([CH3:7])([CH3:6])[CH3:5])=[O:2].[N:15]1[C:24]2[CH:23]([NH2:25])[CH2:22][CH2:21][CH2:20][C:19]=2[CH:18]=[CH:17][CH:16]=1.C(O[BH-](OC(=O)C)OC(=O)C)(=O)C.[Na+].C(O)(=O)C. (3) Given the product [Cl:1][C:2]1[CH:12]=[C:11]([CH2:13][OH:14])[C:5]2[C:6]([CH3:10])=[C:7]([CH3:9])[O:8][C:4]=2[CH:3]=1, predict the reactants needed to synthesize it. The reactants are: [Cl:1][C:2]1[CH:3]=[C:4]2[O:8][C:7]([CH3:9])=[C:6]([CH3:10])[C:5]2=[C:11]([C:13](OC(C(=O)C)C)=[O:14])[CH:12]=1.CC(C[AlH]CC(C)C)C.[Na+].[Cl-]. (4) Given the product [OH:85][CH2:84][CH2:83][N:82]([CH2:86][CH2:87][OH:88])[CH2:81][CH2:80][NH:79][C:32]([C:5]1[C:6]2[S:10][CH:9]=[C:8]([C:11]3[CH:16]=[CH:15][C:14]([NH:17][C:18]([C:20]4[N:21]([CH3:29])[C:22]5[C:27]([CH:28]=4)=[CH:26][CH:25]=[CH:24][CH:23]=5)=[O:19])=[C:13]([O:30][CH3:31])[CH:12]=3)[C:7]=2[C:2]([NH2:1])=[N:3][CH:4]=1)=[O:33], predict the reactants needed to synthesize it. The reactants are: [NH2:1][C:2]1[C:7]2[C:8]([C:11]3[CH:16]=[CH:15][C:14]([NH:17][C:18]([C:20]4[N:21]([CH3:29])[C:22]5[C:27]([CH:28]=4)=[CH:26][CH:25]=[CH:24][CH:23]=5)=[O:19])=[C:13]([O:30][CH3:31])[CH:12]=3)=[CH:9][S:10][C:6]=2[C:5]([C:32](O)=[O:33])=[CH:4][N:3]=1.CN(C(ON1N=NC2C1=CC=CC=2)=[N+](C)C)C.F[P-](F)(F)(F)(F)F.O.ON1C2C=CC=CC=2N=N1.C(N(C(C)C)CC)(C)C.[NH2:79][CH2:80][CH2:81][N:82]([CH2:86][CH2:87][OH:88])[CH2:83][CH2:84][OH:85]. (5) Given the product [NH3:4].[F:1][C:2]1[CH:3]=[N:4][C:5]([O:17][C:18]2[CH:23]=[CH:22][CH:21]=[C:20]([S:24][CH3:25])[CH:19]=2)=[C:6]([CH:16]=1)[C:7]([NH:9][CH:10]1[CH2:11][CH2:12][N:13]([C:49]([C:46]2[CH:47]=[CH:48][N:43]=[CH:44][CH:45]=2)=[O:50])[CH2:14][CH2:15]1)=[O:8], predict the reactants needed to synthesize it. The reactants are: [F:1][C:2]1[CH:3]=[N:4][C:5]([O:17][C:18]2[CH:23]=[CH:22][CH:21]=[C:20]([S:24][CH3:25])[CH:19]=2)=[C:6]([CH:16]=1)[C:7]([NH:9][CH:10]1[CH2:15][CH2:14][NH:13][CH2:12][CH2:11]1)=[O:8].ON1C2C=CC=CC=2N=N1.CN1CCOCC1.[N:43]1[CH:48]=[CH:47][C:46]([C:49](O)=[O:50])=[CH:45][CH:44]=1.Cl.CN(C)CCCN=C=NCC.